From a dataset of Full USPTO retrosynthesis dataset with 1.9M reactions from patents (1976-2016). Predict the reactants needed to synthesize the given product. (1) Given the product [CH2:1]([C:3]1[CH:15]=[C:14]([C:16]2[N:20]=[C:19]([C:21]3[CH:26]=[C:25]([CH3:27])[C:24]([CH2:28][CH:29]([CH3:30])[CH3:31])=[CH:23][N:22]=3)[O:18][N:17]=2)[CH:13]=[C:12]([CH3:32])[C:4]=1[O:5][CH2:6][C@@H:7]([OH:11])[CH2:8][NH:9][S:36]([CH2:34][CH3:35])(=[O:38])=[O:37])[CH3:2], predict the reactants needed to synthesize it. The reactants are: [CH2:1]([C:3]1[CH:15]=[C:14]([C:16]2[N:20]=[C:19]([C:21]3[CH:26]=[C:25]([CH3:27])[C:24]([CH2:28][CH:29]([CH3:31])[CH3:30])=[CH:23][N:22]=3)[O:18][N:17]=2)[CH:13]=[C:12]([CH3:32])[C:4]=1[O:5][CH2:6][C@@H:7]([OH:11])[CH2:8][NH:9]C)[CH3:2].[K+].[CH2:34]([S:36]([NH-])(=[O:38])=[O:37])[CH3:35]. (2) The reactants are: [Cl:1][C:2]1[CH:3]=[C:4]([NH2:19])[CH:5]=[N:6][C:7]=1[O:8][C:9]1[CH:10]=[N:11][C:12]2[C:17]([CH:18]=1)=[CH:16][CH:15]=[CH:14][CH:13]=2.[CH3:20][O:21][C:22]1[CH:27]=[C:26]([O:28][CH3:29])[CH:25]=[CH:24][C:23]=1[S:30](Cl)(=[O:32])=[O:31]. Given the product [Cl:1][C:2]1[CH:3]=[C:4]([NH:19][S:30]([C:23]2[CH:24]=[CH:25][C:26]([O:28][CH3:29])=[CH:27][C:22]=2[O:21][CH3:20])(=[O:32])=[O:31])[CH:5]=[N:6][C:7]=1[O:8][C:9]1[CH:10]=[N:11][C:12]2[C:17]([CH:18]=1)=[CH:16][CH:15]=[CH:14][CH:13]=2, predict the reactants needed to synthesize it.